Dataset: Forward reaction prediction with 1.9M reactions from USPTO patents (1976-2016). Task: Predict the product of the given reaction. Given the reactants [C:1]([O:4][CH2:5][C@@H:6]1[C@@H:11]([O:12][Si:13]([CH:20]([CH3:22])[CH3:21])([CH:17]([CH3:19])[CH3:18])[CH:14]([CH3:16])[CH3:15])[C@H:10]([O:23][Si:24]([CH:31]([CH3:33])[CH3:32])([CH:28]([CH3:30])[CH3:29])[CH:25]([CH3:27])[CH3:26])[CH:9]=[C:8]([C:34]2[CH:39]=[CH:38][N:37]=[CH:36][C:35]=2[N+:40]([O-])=O)[O:7]1)(=[O:3])[CH3:2], predict the reaction product. The product is: [C:1]([O:4][CH2:5][C@@H:6]1[C@@H:11]([O:12][Si:13]([CH:14]([CH3:15])[CH3:16])([CH:20]([CH3:22])[CH3:21])[CH:17]([CH3:18])[CH3:19])[C@H:10]([O:23][Si:24]([CH:28]([CH3:30])[CH3:29])([CH:25]([CH3:27])[CH3:26])[CH:31]([CH3:32])[CH3:33])[CH2:9][C@H:8]([C:34]2[CH:39]=[CH:38][N:37]=[CH:36][C:35]=2[NH2:40])[O:7]1)(=[O:3])[CH3:2].